This data is from NCI-60 drug combinations with 297,098 pairs across 59 cell lines. The task is: Regression. Given two drug SMILES strings and cell line genomic features, predict the synergy score measuring deviation from expected non-interaction effect. (1) Drug 1: CN(C)C1=NC(=NC(=N1)N(C)C)N(C)C. Drug 2: CC1=C2C(C(=O)C3(C(CC4C(C3C(C(C2(C)C)(CC1OC(=O)C(C(C5=CC=CC=C5)NC(=O)OC(C)(C)C)O)O)OC(=O)C6=CC=CC=C6)(CO4)OC(=O)C)O)C)O. Cell line: UACC62. Synergy scores: CSS=30.5, Synergy_ZIP=4.26, Synergy_Bliss=6.54, Synergy_Loewe=-32.7, Synergy_HSA=5.08. (2) Drug 1: CC1CCC2CC(C(=CC=CC=CC(CC(C(=O)C(C(C(=CC(C(=O)CC(OC(=O)C3CCCCN3C(=O)C(=O)C1(O2)O)C(C)CC4CCC(C(C4)OC)OCCO)C)C)O)OC)C)C)C)OC. Drug 2: CC1C(C(CC(O1)OC2CC(OC(C2O)C)OC3=CC4=CC5=C(C(=O)C(C(C5)C(C(=O)C(C(C)O)O)OC)OC6CC(C(C(O6)C)O)OC7CC(C(C(O7)C)O)OC8CC(C(C(O8)C)O)(C)O)C(=C4C(=C3C)O)O)O)O. Cell line: SK-MEL-28. Synergy scores: CSS=66.0, Synergy_ZIP=-1.27, Synergy_Bliss=-0.506, Synergy_Loewe=-1.54, Synergy_HSA=-1.26. (3) Drug 1: C1=CC(=CC=C1C#N)C(C2=CC=C(C=C2)C#N)N3C=NC=N3. Drug 2: CC1=C(C(CCC1)(C)C)C=CC(=CC=CC(=CC(=O)O)C)C. Cell line: UO-31. Synergy scores: CSS=-5.38, Synergy_ZIP=2.27, Synergy_Bliss=0.437, Synergy_Loewe=-5.47, Synergy_HSA=-4.54. (4) Drug 1: C1C(C(OC1N2C=NC3=C(N=C(N=C32)Cl)N)CO)O. Drug 2: C1=CC=C(C(=C1)C(C2=CC=C(C=C2)Cl)C(Cl)Cl)Cl. Cell line: HOP-62. Synergy scores: CSS=45.5, Synergy_ZIP=3.39, Synergy_Bliss=1.95, Synergy_Loewe=-1.15, Synergy_HSA=-1.69. (5) Drug 1: C1=NC2=C(N1)C(=S)N=CN2. Drug 2: CC1CCC2CC(C(=CC=CC=CC(CC(C(=O)C(C(C(=CC(C(=O)CC(OC(=O)C3CCCCN3C(=O)C(=O)C1(O2)O)C(C)CC4CCC(C(C4)OC)O)C)C)O)OC)C)C)C)OC. Cell line: HCT-15. Synergy scores: CSS=20.5, Synergy_ZIP=-6.13, Synergy_Bliss=1.92, Synergy_Loewe=-7.11, Synergy_HSA=2.52. (6) Drug 1: C1C(C(OC1N2C=C(C(=O)NC2=O)F)CO)O. Drug 2: CC12CCC3C(C1CCC2O)C(CC4=C3C=CC(=C4)O)CCCCCCCCCS(=O)CCCC(C(F)(F)F)(F)F. Cell line: CCRF-CEM. Synergy scores: CSS=35.5, Synergy_ZIP=4.18, Synergy_Bliss=8.10, Synergy_Loewe=-33.9, Synergy_HSA=2.05. (7) Drug 1: CS(=O)(=O)OCCCCOS(=O)(=O)C. Drug 2: CC1=C(C(=O)C2=C(C1=O)N3CC4C(C3(C2COC(=O)N)OC)N4)N. Cell line: HOP-92. Synergy scores: CSS=15.8, Synergy_ZIP=-7.42, Synergy_Bliss=-0.0805, Synergy_Loewe=1.03, Synergy_HSA=2.20. (8) Drug 1: CC1=C2C(C(=O)C3(C(CC4C(C3C(C(C2(C)C)(CC1OC(=O)C(C(C5=CC=CC=C5)NC(=O)OC(C)(C)C)O)O)OC(=O)C6=CC=CC=C6)(CO4)OC(=O)C)OC)C)OC. Drug 2: CCCS(=O)(=O)NC1=C(C(=C(C=C1)F)C(=O)C2=CNC3=C2C=C(C=N3)C4=CC=C(C=C4)Cl)F. Cell line: CAKI-1. Synergy scores: CSS=52.6, Synergy_ZIP=0.988, Synergy_Bliss=2.54, Synergy_Loewe=-3.74, Synergy_HSA=7.80. (9) Drug 1: C1C(C(OC1N2C=NC(=NC2=O)N)CO)O. Drug 2: C(CCl)NC(=O)N(CCCl)N=O. Cell line: UACC-257. Synergy scores: CSS=-1.82, Synergy_ZIP=-0.141, Synergy_Bliss=-1.71, Synergy_Loewe=-2.64, Synergy_HSA=-3.18. (10) Drug 1: CC1=C2C(C(=O)C3(C(CC4C(C3C(C(C2(C)C)(CC1OC(=O)C(C(C5=CC=CC=C5)NC(=O)OC(C)(C)C)O)O)OC(=O)C6=CC=CC=C6)(CO4)OC(=O)C)O)C)O. Drug 2: C(CC(=O)O)C(=O)CN.Cl. Cell line: OVCAR-4. Synergy scores: CSS=3.34, Synergy_ZIP=-3.21, Synergy_Bliss=1.11, Synergy_Loewe=-3.01, Synergy_HSA=-1.55.